This data is from Reaction yield outcomes from USPTO patents with 853,638 reactions. The task is: Predict the reaction yield, written as a fraction of the theoretical maximum amount of product (1.0 means a 100% yield; for example, 0.34 means a 34% yield). The reactants are [I:1][C:2]1[CH:9]=[CH:8][CH:7]=[CH:6][C:3]=1[CH2:4]Br.[P:10]([O:17]CC)([O:14][CH2:15][CH3:16])[O:11][CH2:12][CH3:13]. The catalyst is CCOC(C)=O. The product is [I:1][C:2]1[CH:9]=[CH:8][CH:7]=[CH:6][C:3]=1[CH2:4][P:10](=[O:17])([O:14][CH2:15][CH3:16])[O:11][CH2:12][CH3:13]. The yield is 0.390.